Dataset: Forward reaction prediction with 1.9M reactions from USPTO patents (1976-2016). Task: Predict the product of the given reaction. (1) Given the reactants Br[C:2]1[CH:7]=[CH:6][C:5]([Cl:8])=[C:4]([O:9][CH2:10][CH2:11]COC)[CH:3]=1.[C:15]([O:19][Na])(C)(C)C.[CH3:21][CH2:22][C:23](=[O:26])[CH2:24][CH3:25], predict the reaction product. The product is: [Cl:8][C:5]1[CH:6]=[CH:7][C:2]([CH:22]([C:23](=[O:26])[CH2:24][CH3:25])[CH3:21])=[CH:3][C:4]=1[O:9][CH2:10][CH2:11][O:19][CH3:15]. (2) Given the reactants [CH3:1][O:2][C:3]1([C:12]2[CH:13]=[C:14]([CH:17]=[CH:18][CH:19]=2)[C:15]#[N:16])[CH2:8][CH2:7][CH2:6][CH2:5][CH:4]1[CH2:9][NH:10][CH3:11].[ClH:20], predict the reaction product. The product is: [ClH:20].[CH3:1][O:2][C:3]1([C:12]2[CH:13]=[C:14]([CH:17]=[CH:18][CH:19]=2)[C:15]#[N:16])[CH2:8][CH2:7][CH2:6][CH2:5][CH:4]1[CH2:9][NH:10][CH3:11].[ClH:20]. (3) Given the reactants [CH2:1]([O:8][C:9]([NH:11][C:12]1[C:13]([Cl:24])=[N:14][C:15]([C:18]2[CH:23]=[CH:22][CH:21]=[CH:20][CH:19]=2)=[N:16][CH:17]=1)=[O:10])[C:2]1[CH:7]=[CH:6][CH:5]=[CH:4][CH:3]=1.Cl.[NH2:26][C@H:27]([C:32]([OH:34])=[O:33])C(C)(C)C.[CH2:35](N(CC)CC)C.[CH:42](O)([CH3:44])[CH3:43], predict the reaction product. The product is: [ClH:24].[C:42]([O:34][C:32](=[O:33])[CH2:27][NH:26][C:13]1[C:12]([NH:11][C:9]([O:8][CH2:1][C:2]2[CH:7]=[CH:6][CH:5]=[CH:4][CH:3]=2)=[O:10])=[CH:17][N:16]=[C:15]([C:18]2[CH:23]=[CH:22][CH:21]=[CH:20][CH:19]=2)[N:14]=1)([CH3:44])([CH3:35])[CH3:43]. (4) Given the reactants [F:1][C:2]([F:29])([F:28])[C:3]1[CH:4]=[N:5][CH:6]=[C:7]([CH:9]2[CH2:14][CH:13]([S:15]([C:18]3[CH:23]=[CH:22][CH:21]=[C:20]([C:24]([F:27])([F:26])[F:25])[CH:19]=3)(=[O:17])=[O:16])[CH2:12][CH2:11][O:10]2)[CH:8]=1.[CH3:30]C([O-])(C)C.[K+].C1OCCOCCOCCOCCOCCOC1, predict the reaction product. The product is: [CH3:30][C:13]1([S:15]([C:18]2[CH:23]=[CH:22][CH:21]=[C:20]([C:24]([F:25])([F:26])[F:27])[CH:19]=2)(=[O:16])=[O:17])[CH2:12][CH2:11][O:10][CH:9]([C:7]2[CH:6]=[N:5][CH:4]=[C:3]([C:2]([F:1])([F:28])[F:29])[CH:8]=2)[CH2:14]1. (5) Given the reactants [Cl:1][C:2]1[C:11]2[S:10](=[O:13])(=[O:12])[NH:9][NH:8][CH:7]([CH3:14])[C:6]=2[CH:5]=[CH:4][CH:3]=1.[CH2:15](I)[CH3:16], predict the reaction product. The product is: [CH2:15]([N:9]1[NH:8][CH:7]([CH3:14])[C:6]2[CH:5]=[CH:4][CH:3]=[C:2]([Cl:1])[C:11]=2[S:10]1(=[O:13])=[O:12])[CH3:16]. (6) Given the reactants [F:1][C:2]1[CH:3]=[CH:4][C:5]([OH:11])=[C:6]([CH:10]=1)[C:7]([OH:9])=[O:8].C(=O)([O-])[O-].[K+].[K+].Br[CH2:19][C:20]1[CH:25]=[CH:24][CH:23]=[CH:22][CH:21]=1, predict the reaction product. The product is: [F:1][C:2]1[CH:3]=[CH:4][C:5]([O:11][CH2:7][C:6]2[CH:10]=[CH:2][CH:3]=[CH:4][CH:5]=2)=[C:6]([CH:10]=1)[C:7]([O:9][CH2:19][C:20]1[CH:25]=[CH:24][CH:23]=[CH:22][CH:21]=1)=[O:8]. (7) Given the reactants C([N:8]1[CH2:13][CH2:12][CH:11]([CH2:14][C:15]2[CH:20]=[CH:19][CH:18]=[CH:17][C:16]=2[F:21])[CH2:10][CH2:9]1)C1C=CC=CC=1.[H][H], predict the reaction product. The product is: [F:21][C:16]1[CH:17]=[CH:18][CH:19]=[CH:20][C:15]=1[CH2:14][CH:11]1[CH2:10][CH2:9][NH:8][CH2:13][CH2:12]1.